Dataset: Forward reaction prediction with 1.9M reactions from USPTO patents (1976-2016). Task: Predict the product of the given reaction. (1) Given the reactants [F:1][C:2]1[CH:10]=[C:9]2[C:5]([C:6]([C:20]3[CH:21]=[N:22][NH:23][CH:24]=3)=[CH:7][N:8]2[S:11]([C:14]2[CH:19]=[CH:18][CH:17]=[CH:16][CH:15]=2)(=[O:13])=[O:12])=[CH:4][CH:3]=1.[O:25]1[C:29]2([CH2:34][CH2:33][CH:32](CS([O-])(=O)=O)[CH2:31][CH2:30]2)[O:28][CH2:27][CH2:26]1, predict the reaction product. The product is: [O:25]1[C:29]2([CH2:34][CH2:33][CH:32]([N:23]3[CH:24]=[C:20]([C:6]4[C:5]5[C:9](=[CH:10][C:2]([F:1])=[CH:3][CH:4]=5)[N:8]([S:11]([C:14]5[CH:15]=[CH:16][CH:17]=[CH:18][CH:19]=5)(=[O:12])=[O:13])[CH:7]=4)[CH:21]=[N:22]3)[CH2:31][CH2:30]2)[O:28][CH2:27][CH2:26]1. (2) Given the reactants Br[C:2]1[C:7]([NH2:8])=[CH:6][CH:5]=[C:4]([CH3:9])[N:3]=1.[C:10]([C:12]1[CH:17]=[CH:16][C:15]([F:18])=[CH:14][CH:13]=1)#[CH:11], predict the reaction product. The product is: [F:18][C:15]1[CH:16]=[CH:17][C:12]([C:10]#[C:11][C:2]2[C:7]([NH2:8])=[CH:6][CH:5]=[C:4]([CH3:9])[N:3]=2)=[CH:13][CH:14]=1.